From a dataset of Retrosynthesis with 50K atom-mapped reactions and 10 reaction types from USPTO. Predict the reactants needed to synthesize the given product. (1) Given the product CCCc1cc2c(N3CCn4c(nnc4C(F)(F)F)C3)nc(Oc3ccc(C=O)cc3)nc2s1, predict the reactants needed to synthesize it. The reactants are: CCCc1cc2c(N3CCn4c(nnc4C(F)(F)F)C3)nc(Oc3ccc(C(=O)O)cc3)nc2s1. (2) Given the product O=C1CCN(c2ccccn2)CC1, predict the reactants needed to synthesize it. The reactants are: c1ccc(N2CCC3(CC2)OCCO3)nc1.